This data is from Reaction yield outcomes from USPTO patents with 853,638 reactions. The task is: Predict the reaction yield, written as a fraction of the theoretical maximum amount of product (1.0 means a 100% yield; for example, 0.34 means a 34% yield). The reactants are [CH2:1]([O:8][CH2:9][C:10]([NH:12][C@H:13]1[C@@H:19]([OH:20])[C@H:18]([OH:21])[C@@H:17]([CH2:22][OH:23])[O:16][CH:14]1[OH:15])=[O:11])[C:2]1[CH:7]=[CH:6][CH:5]=[CH:4][CH:3]=1.C(O[C:28](=[O:30])[CH3:29])(=O)C. The catalyst is N1C=CC=CC=1.CN(C1C=CN=CC=1)C.C(Cl)Cl. The product is [C:1]([O:15][CH:14]1[O:16][C@H:17]([CH2:22][O:23][C:28](=[O:30])[CH3:29])[C@@H:18]([O:21][C:14](=[O:15])[CH3:13])[C@H:19]([O:20][C:10](=[O:11])[CH3:9])[C@@H:13]1[NH:12][C:10](=[O:11])[CH2:9][O:8][CH2:1][C:2]1[CH:7]=[CH:6][CH:5]=[CH:4][CH:3]=1)(=[O:8])[CH3:2]. The yield is 0.960.